Dataset: Peptide-MHC class I binding affinity with 185,985 pairs from IEDB/IMGT. Task: Regression. Given a peptide amino acid sequence and an MHC pseudo amino acid sequence, predict their binding affinity value. This is MHC class I binding data. The peptide sequence is SARRRHLVF. The MHC is BoLA-AW10 with pseudo-sequence BoLA-AW10. The binding affinity (normalized) is 0.0641.